This data is from Reaction yield outcomes from USPTO patents with 853,638 reactions. The task is: Predict the reaction yield, written as a fraction of the theoretical maximum amount of product (1.0 means a 100% yield; for example, 0.34 means a 34% yield). (1) The reactants are C(OC([N:8]1[CH2:13][CH2:12][CH:11]([CH2:14][O:15][C:16]2[CH:25]=[C:24]3[C:19]([C:20](=[O:34])[N:21]([CH2:26][O:27][C:28](=[O:33])[C:29]([CH3:32])([CH3:31])[CH3:30])[CH:22]=[N:23]3)=[CH:18][C:17]=2[O:35][CH3:36])[CH2:10][CH2:9]1)=O)(C)(C)C.C(O)(C(F)(F)F)=O. The catalyst is C(Cl)Cl. The product is [CH3:36][O:35][C:17]1[CH:18]=[C:19]2[C:24](=[CH:25][C:16]=1[O:15][CH2:14][CH:11]1[CH2:10][CH2:9][NH:8][CH2:13][CH2:12]1)[N:23]=[CH:22][N:21]([CH2:26][O:27][C:28](=[O:33])[C:29]([CH3:30])([CH3:31])[CH3:32])[C:20]2=[O:34]. The yield is 0.920. (2) The reactants are [Si]([O:8][CH2:9][C:10]1[N:14]2[CH2:15][C:16]3([C:31]4[CH:36]=[CH:35][C:34]([Cl:37])=[CH:33][CH:32]=4)[N:22]([C:23]([C:25]4[C:26]([CH3:30])=[N:27][O:28][CH:29]=4)=[O:24])[CH2:21][CH2:20][N:17]3[C:18](=[O:19])[C:13]2=[CH:12][CH:11]=1)(C(C)(C)C)(C)C.C(Cl)Cl. The catalyst is C(O)(=O)C.C1COCC1.O. The product is [Cl:37][C:34]1[CH:33]=[CH:32][C:31]([C:16]23[N:22]([C:23]([C:25]4[C:26]([CH3:30])=[N:27][O:28][CH:29]=4)=[O:24])[CH2:21][CH2:20][N:17]2[C:18](=[O:19])[C:13]2[N:14]([C:10]([CH2:9][OH:8])=[CH:11][CH:12]=2)[CH2:15]3)=[CH:36][CH:35]=1. The yield is 0.550.